Dataset: Reaction yield outcomes from USPTO patents with 853,638 reactions. Task: Predict the reaction yield, written as a fraction of the theoretical maximum amount of product (1.0 means a 100% yield; for example, 0.34 means a 34% yield). (1) The reactants are [OH:1][C:2]1[C:3]([O:14][CH3:15])=[CH:4][C:5]([N+:11]([O-:13])=[O:12])=[C:6]([CH:10]=1)[C:7]([OH:9])=[O:8].[CH3:16]O. The catalyst is S(=O)(=O)(O)O. The product is [OH:1][C:2]1[C:3]([O:14][CH3:15])=[CH:4][C:5]([N+:11]([O-:13])=[O:12])=[C:6]([CH:10]=1)[C:7]([O:9][CH3:16])=[O:8]. The yield is 0.450. (2) The reactants are [C:1]([C:4]1[C:9](=[O:10])[C:8]([O:11][CH3:12])=[CH:7][N:6]([C:13]2[CH:18]=[C:17]([I:19])[CH:16]=[CH:15][C:14]=2[F:20])[N:5]=1)(=O)[CH3:2].[CH3:21]C(O)=O.[C:25]1([NH:31][NH2:32])[CH:30]=[CH:29][CH:28]=[CH:27][CH:26]=1. The catalyst is COC(OC)N(C)C. The product is [F:20][C:14]1[CH:15]=[CH:16][C:17]([I:19])=[CH:18][C:13]=1[N:6]1[CH:7]=[C:8]([O:11][CH3:12])[C:9](=[O:10])[C:4]([C:1]2[N:31]([C:25]3[CH:30]=[CH:29][CH:28]=[CH:27][CH:26]=3)[N:32]=[CH:21][CH:2]=2)=[N:5]1. The yield is 0.600. (3) The reactants are [C:12]([O:11][C:9](O[C:9]([O:11][C:12]([CH3:15])([CH3:14])[CH3:13])=[O:10])=[O:10])([CH3:15])([CH3:14])[CH3:13].[NH2:16][C:17]1[CH:22]=[C:21]([NH2:23])[CH:20]=[CH:19][C:18]=1[CH3:24].C(N(CC)CC)C.CCCCCC.C(OCC)(=O)C. The catalyst is CO.O. The product is [CH3:24][C:18]1[CH:19]=[CH:20][C:21]([NH:23][C:9]([O:11][C:12]([CH3:13])([CH3:14])[CH3:15])=[O:10])=[CH:22][C:17]=1[NH2:16]. The yield is 0.670. (4) The reactants are [F:1][C:2]1[CH:7]=[CH:6][CH:5]=[C:4]([F:8])[C:3]=1[N:9]1[C:14]2[N:15]=[C:16](S(C)(=O)=O)[N:17]=[C:18]([C:19]3[CH:24]=[CH:23][C:22]([F:25])=[CH:21][C:20]=3[CH3:26])[C:13]=2[CH:12]=[CH:11][C:10]1=[O:31].[NH2:32][C:33]1[N:37]=[CH:36][NH:35][N:34]=1. No catalyst specified. The product is [F:1][C:2]1[CH:7]=[CH:6][CH:5]=[C:4]([F:8])[C:3]=1[N:9]1[C:14]2[N:15]=[C:16]([NH:32][C:33]3[N:37]=[CH:36][NH:35][N:34]=3)[N:17]=[C:18]([C:19]3[CH:24]=[CH:23][C:22]([F:25])=[CH:21][C:20]=3[CH3:26])[C:13]=2[CH:12]=[CH:11][C:10]1=[O:31]. The yield is 0.150. (5) The reactants are [CH2:1]([C@@:4]12[C:17]3[C:12](=[CH:13][C:14]([O:18]C)=[CH:15][CH:16]=3)[CH2:11][CH2:10][C:9]1=[CH:8][C:7](=[O:20])[CH2:6][CH2:5]2)[CH:2]=[CH2:3].B(Br)(Br)Br.O.C(=O)(O)[O-].[Na+]. The product is [CH2:1]([C@@:4]12[C:17]3[C:12](=[CH:13][C:14]([OH:18])=[CH:15][CH:16]=3)[CH2:11][CH2:10][C:9]1=[CH:8][C:7](=[O:20])[CH2:6][CH2:5]2)[CH:2]=[CH2:3]. The catalyst is C(Cl)Cl. The yield is 0.530. (6) The reactants are Cl[C:2]1[N:10]=[CH:9][CH:8]=[CH:7][C:3]=1[C:4](Cl)=[O:5].C(N(CC)CC)C.[NH:18]1[CH2:23][CH2:22][O:21][CH2:20][CH2:19]1.[Cl:24]CCl. The product is [Cl:24][C:9]1[N:10]=[CH:2][C:3]([C:4]([N:18]2[CH2:23][CH2:22][O:21][CH2:20][CH2:19]2)=[O:5])=[CH:7][CH:8]=1. No catalyst specified. The yield is 0.880. (7) The reactants are C([O:4][CH2:5][C:6]1[C:11]([N:12]2[CH2:24][CH2:23][N:15]3[C:16]4[CH2:17][CH2:18][CH2:19][CH2:20][C:21]=4[CH:22]=[C:14]3[C:13]2=[O:25])=[CH:10][C:9]([F:26])=[CH:8][C:7]=1[C:27]1[CH:32]=[C:31]([NH:33][C:34]2[CH:39]=[CH:38][C:37]([N:40]3[CH2:45][CH2:44][N:43]([CH3:46])[C@@H:42]([CH3:47])[CH2:41]3)=[CH:36][N:35]=2)[C:30](=[O:48])[N:29]([CH3:49])[CH:28]=1)(=O)C.[OH-].[Li+]. No catalyst specified. The product is [CH3:47][C@@H:42]1[N:43]([CH3:46])[CH2:44][CH2:45][N:40]([C:37]2[CH:38]=[CH:39][C:34]([NH:33][C:31]3[C:30](=[O:48])[N:29]([CH3:49])[CH:28]=[C:27]([C:7]4[C:6]([CH2:5][OH:4])=[C:11]([N:12]5[CH2:24][CH2:23][N:15]6[C:16]7[CH2:17][CH2:18][CH2:19][CH2:20][C:21]=7[CH:22]=[C:14]6[C:13]5=[O:25])[CH:10]=[C:9]([F:26])[CH:8]=4)[CH:32]=3)=[N:35][CH:36]=2)[CH2:41]1. The yield is 0.360. (8) The reactants are [CH:1](=O)[CH3:2].[NH2:4][C:5]1[S:20][C:8]2[CH2:9][N:10]([C:13]([O:15][C:16]([CH3:19])([CH3:18])[CH3:17])=[O:14])[CH2:11][CH2:12][C:7]=2[C:6]=1[C:21]1[S:22][C:23]2[CH:29]=[CH:28][CH:27]=[CH:26][C:24]=2[N:25]=1.C(O)(=O)C.C(O[BH-](OC(=O)C)OC(=O)C)(=O)C.[Na+]. The catalyst is ClCCl. The product is [S:22]1[C:23]2[CH:29]=[CH:28][CH:27]=[CH:26][C:24]=2[N:25]=[C:21]1[C:6]1[C:7]2[CH2:12][CH2:11][N:10]([C:13]([O:15][C:16]([CH3:17])([CH3:18])[CH3:19])=[O:14])[CH2:9][C:8]=2[S:20][C:5]=1[NH:4][CH2:1][CH3:2]. The yield is 0.280. (9) The reactants are [CH:1]1([CH2:7][C:8](=[O:24])[CH2:9][C:10]2[CH:15]=[C:14]([C:16]([CH3:19])([CH3:18])[CH3:17])[CH:13]=[C:12]([C:20]([CH3:23])([CH3:22])[CH3:21])[CH:11]=2)[CH2:6][CH2:5][CH2:4][CH2:3][CH2:2]1.[Br:25]Br.[O-]S([O-])=O.[Na+].[Na+]. The catalyst is C(Cl)(Cl)(Cl)Cl. The product is [Br:25][CH:9]([C:10]1[CH:15]=[C:14]([C:16]([CH3:18])([CH3:17])[CH3:19])[CH:13]=[C:12]([C:20]([CH3:23])([CH3:22])[CH3:21])[CH:11]=1)[C:8](=[O:24])[CH2:7][CH:1]1[CH2:6][CH2:5][CH2:4][CH2:3][CH2:2]1. The yield is 0.870.